Dataset: Full USPTO retrosynthesis dataset with 1.9M reactions from patents (1976-2016). Task: Predict the reactants needed to synthesize the given product. (1) Given the product [Cl:1][C:2]1[C:10]2[N:9]=[C:8]3[N:11]([C:15]4[CH:20]=[CH:19][C:18]([Cl:21])=[CH:17][C:16]=4[Cl:22])[CH2:12][CH2:13][CH2:14][N:7]3[C:6]=2[C:5]([CH:23]([CH2:30][CH3:31])[C:24](=[O:29])[C:25]([F:26])([F:27])[F:28])=[CH:4][CH:3]=1, predict the reactants needed to synthesize it. The reactants are: [Cl:1][C:2]1[C:10]2[N:9]=[C:8]3[N:11]([C:15]4[CH:20]=[CH:19][C:18]([Cl:21])=[CH:17][C:16]=4[Cl:22])[CH2:12][CH2:13][CH2:14][N:7]3[C:6]=2[C:5]([CH:23]([CH2:30][CH3:31])[CH:24]([OH:29])[C:25]([F:28])([F:27])[F:26])=[CH:4][CH:3]=1.CC(OI1(OC(C)=O)(OC(C)=O)OC(=O)C2C=CC=CC1=2)=O. (2) Given the product [Cl:11][C:4]1[CH:3]=[C:2]([C:17]2[O:18][CH:19]=[CH:20][N:21]=2)[N:7]=[C:6]2[CH2:8][CH2:9][CH2:10][C:5]=12, predict the reactants needed to synthesize it. The reactants are: Cl[C:2]1[N:7]=[C:6]2[CH2:8][CH2:9][CH2:10][C:5]2=[C:4]([Cl:11])[CH:3]=1.C([Sn](CCCC)(CCCC)[C:17]1[O:18][CH:19]=[CH:20][N:21]=1)CCC. (3) Given the product [CH3:17][O:9][C:8]([C:5]1[CH:6]=[CH:7][N:3]([CH:2]([F:1])[F:11])[N:4]=1)=[O:10], predict the reactants needed to synthesize it. The reactants are: [F:1][CH:2]([F:11])[N:3]1[CH:7]=[CH:6][C:5]([C:8]([OH:10])=[O:9])=[N:4]1.S(=O)(=O)(O)O.[CH3:17]O. (4) Given the product [NH2:1][C:2]1[C:3]([C:23]([NH:25][CH3:26])=[O:24])=[N:4][C:5]([C:8]2[CH:13]=[CH:12][CH:11]=[C:10]([C:14]([NH:16][CH2:17][CH:18]3[CH2:22][CH2:21][CH2:20][N:19]3[CH2:27][C:28]3[CH:33]=[CH:32][CH:31]=[CH:30][CH:29]=3)=[O:15])[CH:9]=2)=[CH:6][N:7]=1, predict the reactants needed to synthesize it. The reactants are: [NH2:1][C:2]1[C:3]([C:23]([NH:25][CH3:26])=[O:24])=[N:4][C:5]([C:8]2[CH:13]=[CH:12][CH:11]=[C:10]([C:14]([NH:16][CH2:17][CH:18]3[CH2:22][CH2:21][CH2:20][NH:19]3)=[O:15])[CH:9]=2)=[CH:6][N:7]=1.[CH:27](=O)[C:28]1[CH:33]=[CH:32][CH:31]=[CH:30][CH:29]=1.C([BH3-])#N.[Na+].C(O)(=O)C. (5) Given the product [CH2:1]([O:4][CH2:8][C@@H:7]([OH:9])[CH2:5][Cl:6])[CH:2]=[CH2:3], predict the reactants needed to synthesize it. The reactants are: [CH2:1]([OH:4])[CH:2]=[CH2:3].[CH2:5]([C@@H:7]1[O:9][CH2:8]1)[Cl:6]. (6) Given the product [CH:29]1([O:28][C:10]2[C:11]([O:26][CH3:27])=[CH:12][CH:13]=[C:14]3[C:9]=2[N:8]=[C:7]([N:37]([CH3:38])[CH3:36])[CH:16]=[C:15]3[NH:17][C:18]2[C:23]([Cl:24])=[CH:22][N:21]=[CH:20][C:19]=2[Cl:25])[CH2:30][CH2:31][CH2:32][CH2:33]1, predict the reactants needed to synthesize it. The reactants are: FC(F)(F)S(O[C:7]1[CH:16]=[C:15]([NH:17][C:18]2[C:23]([Cl:24])=[CH:22][N:21]=[CH:20][C:19]=2[Cl:25])[C:14]2[C:9](=[C:10]([O:28][CH:29]3[CH2:33][CH2:32][CH2:31][CH2:30]3)[C:11]([O:26][CH3:27])=[CH:12][CH:13]=2)[N:8]=1)(=O)=O.[CH3:36][NH:37][CH3:38]. (7) Given the product [CH3:1][C:2]1([CH3:16])[O:6][CH:5]([CH2:7][O:8][C:9]2[CH:14]=[CH:13][N:12]3[C:21]([C:22]([O:24][CH2:25][CH3:26])=[O:23])=[CH:27][N:15]=[C:11]3[CH:10]=2)[CH2:4][O:3]1, predict the reactants needed to synthesize it. The reactants are: [CH3:1][C:2]1([CH3:16])[O:6][CH:5]([CH2:7][O:8][C:9]2[CH:14]=[CH:13][N:12]=[C:11]([NH2:15])[CH:10]=2)[CH2:4][O:3]1.C(O)C.Cl[CH:21]([CH:27]=O)[C:22]([O:24][CH2:25][CH3:26])=[O:23].C(=O)(O)[O-].[Na+]. (8) Given the product [NH2:25][C@H:26]([C:28]([C:2]1([NH2:1])[N:8]=[C:7]([CH:9]([CH3:11])[CH3:10])[C:6]2[CH:12]=[CH:13][CH:14]=[CH:15][C:5]=2[N:4]([CH3:16])[C:3]1=[O:17])=[O:29])[CH3:27], predict the reactants needed to synthesize it. The reactants are: [NH2:1][CH:2]1[N:8]=[C:7]([CH:9]([CH3:11])[CH3:10])[C:6]2[CH:12]=[CH:13][CH:14]=[CH:15][C:5]=2[N:4]([CH3:16])[C:3]1=[O:17].C([NH:25][C@H:26]([C:28](O)=[O:29])[CH3:27])(OC(C)(C)C)=O. (9) Given the product [NH2:1][C:2]1[N:3]([CH3:25])[C:4](=[O:24])[C:5]([C:17]2[CH:22]=[CH:21][CH:20]=[C:19]([C:31]3[CH:36]=[N:35][CH:34]=[CH:33][N:32]=3)[CH:18]=2)([C:7]2[CH:12]=[CH:11][CH:10]=[C:9]([Si:13]([CH3:16])([CH3:15])[CH3:14])[CH:8]=2)[N:6]=1, predict the reactants needed to synthesize it. The reactants are: [NH2:1][C:2]1[N:3]([CH3:25])[C:4](=[O:24])[C:5]([C:17]2[CH:22]=[CH:21][CH:20]=[C:19](Br)[CH:18]=2)([C:7]2[CH:12]=[CH:11][CH:10]=[C:9]([Si:13]([CH3:16])([CH3:15])[CH3:14])[CH:8]=2)[N:6]=1.C([Sn](CCCC)(CCCC)[C:31]1[CH:36]=[N:35][CH:34]=[CH:33][N:32]=1)CCC. (10) The reactants are: [NH:1]1[CH:5]=[C:4]([NH:6][C:7]([C:9]2[C:17]3[C:12](=[CH:13][C:14](Br)=[CH:15][CH:16]=3)[N:11]([CH2:19][O:20][CH2:21][CH2:22][Si:23]([CH3:26])([CH3:25])[CH3:24])[N:10]=2)=[O:8])[CH:3]=[N:2]1.[B-](F)(F)(F)[C:28]1[CH:32]=[N:31][N:30]([CH:33]2[O:38][CH2:37][CH2:36][CH2:35][CH2:34]2)[CH:29]=1.[K+].C(=O)([O-])[O-].[Na+].[Na+]. Given the product [NH:1]1[CH:5]=[C:4]([NH:6][C:7]([C:9]2[C:17]3[C:12](=[CH:13][C:14]([C:28]4[CH:32]=[N:31][N:30]([CH:33]5[CH2:34][CH2:35][CH2:36][CH2:37][O:38]5)[CH:29]=4)=[CH:15][CH:16]=3)[N:11]([CH2:19][O:20][CH2:21][CH2:22][Si:23]([CH3:26])([CH3:25])[CH3:24])[N:10]=2)=[O:8])[CH:3]=[N:2]1, predict the reactants needed to synthesize it.